Dataset: Reaction yield outcomes from USPTO patents with 853,638 reactions. Task: Predict the reaction yield, written as a fraction of the theoretical maximum amount of product (1.0 means a 100% yield; for example, 0.34 means a 34% yield). (1) The reactants are [Br:1][C:2]1[CH:11]=[CH:10][C:5]([C:6]([NH:8][NH2:9])=[O:7])=[CH:4][CH:3]=1.S(=O)(=O)(O)O.[CH2:17](OC(OCC)OCC)C. No catalyst specified. The product is [Br:1][C:2]1[CH:11]=[CH:10][C:5]([C:6]2[O:7][CH:17]=[N:9][N:8]=2)=[CH:4][CH:3]=1. The yield is 0.899. (2) The reactants are [N:1]1[CH:9]=[C:8]2[C:4]([NH:5][CH:6]=[N:7]2)=[N:3][CH:2]=1.[H-].[Na+].Cl[CH2:13][C:14]1[CH:24]=[CH:23][C:17]2[N:18]=[C:19]([S:21][CH3:22])[O:20][C:16]=2[CH:15]=1.O. The catalyst is CN(C=O)C. The product is [N:1]1[CH:9]=[C:8]2[C:4]([N:5]([CH2:13][C:14]3[CH:24]=[CH:23][C:17]4[N:18]=[C:19]([S:21][CH3:22])[O:20][C:16]=4[CH:15]=3)[CH:6]=[N:7]2)=[N:3][CH:2]=1. The yield is 0.327. (3) The reactants are ClC1C=C(C=CC=1)C(OO)=[O:6].[N:12]1([C:18]([O:20][CH2:21][C:22]2[CH:27]=[CH:26][CH:25]=[CH:24][CH:23]=2)=[O:19])[CH2:17][CH2:16][CH:15]=[CH:14][CH2:13]1.O. The catalyst is ClCCl. The product is [CH:14]12[O:6][CH:15]1[CH2:16][CH2:17][N:12]([C:18]([O:20][CH2:21][C:22]1[CH:23]=[CH:24][CH:25]=[CH:26][CH:27]=1)=[O:19])[CH2:13]2. The yield is 0.790. (4) The reactants are [Cl-].[NH4+].[CH3:3][O:4][C:5]1[C:6]([O:27][CH3:28])=[CH:7][C:8]2[S:12][C:11](/[CH:13]=[CH:14]/[CH:15]=[CH:16]/[C:17]3[CH:22]=[CH:21][C:20]([N+:23]([O-])=O)=[CH:19][CH:18]=3)=[N:10][C:9]=2[CH:26]=1. The catalyst is [Fe].CCO. The product is [CH3:3][O:4][C:5]1[C:6]([O:27][CH3:28])=[CH:7][C:8]2[S:12][C:11](/[CH:13]=[CH:14]/[CH:15]=[CH:16]/[C:17]3[CH:22]=[CH:21][C:20]([NH2:23])=[CH:19][CH:18]=3)=[N:10][C:9]=2[CH:26]=1. The yield is 0.880. (5) The reactants are FC(F)(F)C(O)=O.[CH3:8][CH:9]([O:11][C:12]1[CH:19]=[CH:18][C:17]([C:20]2[O:24][N:23]=[C:22]([C:25]3[CH:34]=[CH:33][CH:32]=[C:31]4[C:26]=3[CH2:27][CH2:28][NH:29][CH2:30]4)[N:21]=2)=[CH:16][C:13]=1[C:14]#[N:15])[CH3:10].[CH2:35]([OH:40])[CH:36]([OH:39])[CH:37]=O.C(O)(=O)C.C(O[BH-](OC(=O)C)OC(=O)C)(=O)C.[Na+].C(=O)([O-])O.[Na+]. The catalyst is C(Cl)Cl.C1COCC1. The product is [OH:39][CH:36]([CH2:35][OH:40])[CH2:37][N:29]1[CH2:28][CH2:27][C:26]2[C:31](=[CH:32][CH:33]=[CH:34][C:25]=2[C:22]2[N:21]=[C:20]([C:17]3[CH:18]=[CH:19][C:12]([O:11][CH:9]([CH3:8])[CH3:10])=[C:13]([CH:16]=3)[C:14]#[N:15])[O:24][N:23]=2)[CH2:30]1. The yield is 0.200.